Dataset: Catalyst prediction with 721,799 reactions and 888 catalyst types from USPTO. Task: Predict which catalyst facilitates the given reaction. (1) Reactant: C(N(CCC)[C:5]1[CH:10]=[CH:9][C:8]([NH:11][C:12](=[O:27])[C:13]2[CH:18]=[CH:17][C:16]([CH2:19][NH:20][CH2:21][C:22]3[NH:23][CH:24]=[CH:25][N:26]=3)=[CH:15][CH:14]=2)=[CH:7][CH:6]=1)CC.[Br:31][C:32]1[N:37]=[C:36]([CH:38]=O)[CH:35]=[CH:34][CH:33]=1.[C:40]([BH3-])#[N:41].[Na+].[OH-].[Na+]. Product: [CH2:6]([N:41]([CH2:40][C:5]1[CH:10]=[CH:9][C:8]([NH:11][C:12](=[O:27])[C:13]2[CH:18]=[CH:17][C:16]([CH2:19][N:20]([CH2:21][C:22]3[NH:23][CH:24]=[CH:25][N:26]=3)[CH2:38][C:36]3[CH:35]=[CH:34][CH:33]=[C:32]([Br:31])[N:37]=3)=[CH:15][CH:14]=2)=[CH:7][CH:6]=1)[CH2:7][CH2:8][CH3:9])[CH2:5][CH3:10]. The catalyst class is: 130. (2) Reactant: OC1C=C2C(CCC2=O)=CC=1OC.[N:14]1C=CC=CC=1.[N+:20]([C:23]1[CH:45]=[CH:44][C:26]([CH2:27][O:28]/[N:29]=[C:30]2\[CH2:31]C[CH2:33][C:34]3[C:39]\2=[CH:38][C:37]([O:40]C)=[C:36]([O:42][CH3:43])[CH:35]=3)=[CH:25][CH:24]=1)([O-:22])=O.C(OCC)(=O)C.CCCCCC. Product: [N:20]1[O:22][N:14]=[C:24]2[CH:25]=[C:26]([CH2:27][O:28]/[N:29]=[C:30]3\[CH2:31][CH2:33][C:34]4[C:39]\3=[CH:38][C:37]([OH:40])=[C:36]([O:42][CH3:43])[CH:35]=4)[CH:44]=[CH:45][C:23]=12. The catalyst class is: 8. (3) Reactant: C(N(CC)CC)C.[F:8][C:9]1[C:19]([C:20](O)=[O:21])=[CH:18][C:12]2[NH:13][C:14](=[O:17])[CH2:15][O:16][C:11]=2[C:10]=1[F:23].ClC(OCC(C)C)=O. Product: [F:8][C:9]1[C:19]([CH2:20][OH:21])=[CH:18][C:12]2[NH:13][C:14](=[O:17])[CH2:15][O:16][C:11]=2[C:10]=1[F:23]. The catalyst class is: 1.